Predict the product of the given reaction. From a dataset of Forward reaction prediction with 1.9M reactions from USPTO patents (1976-2016). Given the reactants [Cl:1][C:2]1[CH:32]=[CH:31][C:5]([CH2:6][NH:7][C:8](=[O:30])[CH2:9][C@H:10]2[C:21](=[O:22])[O:20][CH2:19][C@@H:18]([C:23]3[CH:28]=[CH:27][CH:26]=[CH:25][CH:24]=3)[NH:17][C:16](=[O:29])[CH2:15][CH2:14][CH:13]=[CH:12][CH2:11]2)=[CH:4][CH:3]=1.C1C=C(Cl)C=C(C(OO)=[O:41])C=1, predict the reaction product. The product is: [Cl:1][C:2]1[CH:3]=[CH:4][C:5]([CH2:6][NH:7][C:8](=[O:30])[CH2:9][C@H:10]2[C:21](=[O:22])[O:20][CH2:19][C@@H:18]([C:23]3[CH:24]=[CH:25][CH:26]=[CH:27][CH:28]=3)[NH:17][C:16](=[O:29])[CH2:15][CH2:14][C@H:13]3[C@@H:12]([O:41]3)[CH2:11]2)=[CH:31][CH:32]=1.